This data is from Forward reaction prediction with 1.9M reactions from USPTO patents (1976-2016). The task is: Predict the product of the given reaction. Given the reactants [Br:1][CH2:2][CH2:3][CH2:4][C:5]([O:7][CH2:8][CH3:9])=[O:6].C(O)[C:11]1[CH:16]=[CH:15]C=[CH:13][CH:12]=1.Cl, predict the reaction product. The product is: [Br:1][CH2:2][CH2:3][CH2:4][C:5]([O:7][CH2:8][C:9]1[CH:15]=[CH:16][CH:11]=[CH:12][CH:13]=1)=[O:6].